This data is from Forward reaction prediction with 1.9M reactions from USPTO patents (1976-2016). The task is: Predict the product of the given reaction. Given the reactants [C:1](Br)(=[O:8])[C:2]1[CH:7]=[CH:6][CH:5]=[CH:4][CH:3]=1.[CH3:10][O:11][C:12]1[CH:13]=[C:14]([CH3:22])[CH:15]=[C:16]([O:20][CH3:21])[C:17]=1[O:18][CH3:19], predict the reaction product. The product is: [CH3:21][O:20][C:16]1[C:17]([O:18][CH3:19])=[C:12]([O:11][CH3:10])[CH:13]=[C:14]([CH3:22])[C:15]=1[C:1]([C:2]1[CH:7]=[CH:6][CH:5]=[CH:4][CH:3]=1)=[O:8].